From a dataset of Catalyst prediction with 721,799 reactions and 888 catalyst types from USPTO. Predict which catalyst facilitates the given reaction. (1) Reactant: [C:1]([CH2:3][CH2:4][O:5][C:6](=[O:21])[C:7](=[CH:11][C:12]1[CH:17]=[CH:16][C:15]([N+:18]([O-:20])=[O:19])=[CH:14][CH:13]=1)[C:8](=O)[CH3:9])#[N:2].[NH2:22]/[C:23](/[CH3:35])=[CH:24]\[C:25]([O:27][CH2:28][C:29]1[CH:34]=[CH:33][CH:32]=[CH:31][CH:30]=1)=[O:26]. The catalyst class is: 14. Product: [CH2:28]([O:27][C:25]([C:24]1[CH:11]([C:12]2[CH:17]=[CH:16][C:15]([N+:18]([O-:20])=[O:19])=[CH:14][CH:13]=2)[C:7]([C:6]([O:5][CH2:4][CH2:3][C:1]#[N:2])=[O:21])=[C:8]([CH3:9])[NH:22][C:23]=1[CH3:35])=[O:26])[C:29]1[CH:34]=[CH:33][CH:32]=[CH:31][CH:30]=1. (2) Reactant: [C:1]([C:4]1[CH:5]=[C:6]([Cl:21])[C:7]([CH3:20])=[C:8]([C:17]([NH2:19])=[O:18])[C:9]=1[C:10]1[CH:15]=[CH:14][CH:13]=[C:12]([F:16])[CH:11]=1)(=O)[CH3:2].C([O-])(=O)C.[NH4+].C([BH3-])#[N:28].[Na+]. Product: [NH2:28][CH:1]([C:4]1[CH:5]=[C:6]([Cl:21])[C:7]([CH3:20])=[C:8]([C:17]([NH2:19])=[O:18])[C:9]=1[C:10]1[CH:15]=[CH:14][CH:13]=[C:12]([F:16])[CH:11]=1)[CH3:2]. The catalyst class is: 449. (3) Reactant: [CH3:1][Si:2]([CH3:11])([CH3:10])[C:3]1[CH:8]=[CH:7][C:6](Br)=[CH:5][CH:4]=1.[Li]CCCC.[C:17](=[O:19])=[O:18]. Product: [CH3:1][Si:2]([CH3:11])([CH3:10])[C:3]1[CH:8]=[CH:7][C:6]([C:17]([OH:19])=[O:18])=[CH:5][CH:4]=1. The catalyst class is: 1. (4) Reactant: C[O:2][C:3]1[CH:17]=[C:16]([CH3:18])[CH:15]=[CH:14][C:4]=1[O:5][C:6]1[CH:13]=[CH:12][CH:11]=[CH:10][C:7]=1[C:8]#[N:9].B(Br)(Br)Br. Product: [OH:2][C:3]1[CH:17]=[C:16]([CH3:18])[CH:15]=[CH:14][C:4]=1[O:5][C:6]1[CH:13]=[CH:12][CH:11]=[CH:10][C:7]=1[C:8]#[N:9]. The catalyst class is: 2.